Dataset: Peptide-MHC class I binding affinity with 185,985 pairs from IEDB/IMGT. Task: Regression. Given a peptide amino acid sequence and an MHC pseudo amino acid sequence, predict their binding affinity value. This is MHC class I binding data. The peptide sequence is IYWLIFWRF. The MHC is HLA-B35:01 with pseudo-sequence HLA-B35:01. The binding affinity (normalized) is 0.0847.